This data is from Forward reaction prediction with 1.9M reactions from USPTO patents (1976-2016). The task is: Predict the product of the given reaction. (1) Given the reactants [F:1][C:2]1[CH:7]=[C:6]([F:8])[C:5]([F:9])=[CH:4][C:3]=1[C:10]1[CH:15]=[CH:14][C:13]([O:16][CH2:17][C:18]2[CH:19]=[CH:20][C:21]3[O:25][N:24](C(C4C=CC=CC=4)(C4C=CC=CC=4)C4C=CC=CC=4)[C:23](=[O:45])[C:22]=3[CH:46]=2)=[CH:12][CH:11]=1.CO.Cl, predict the reaction product. The product is: [F:1][C:2]1[CH:7]=[C:6]([F:8])[C:5]([F:9])=[CH:4][C:3]=1[C:10]1[CH:15]=[CH:14][C:13]([O:16][CH2:17][C:18]2[CH:19]=[CH:20][C:21]3[O:25][N:24]=[C:23]([OH:45])[C:22]=3[CH:46]=2)=[CH:12][CH:11]=1. (2) Given the reactants [CH3:1][C:2]1([CH3:38])[CH2:13][C:12]2[S:11][C:10]3[C:9](=[O:14])[N:8]([C:15]4[C:20]([CH:21]=[O:22])=[C:19]([C:23]5[CH:28]=[C:27]([NH:29][C:30]6[CH:35]=[N:34][CH:33]=[CH:32][N:31]=6)[C:26](=[O:36])[N:25]([CH3:37])[CH:24]=5)[CH:18]=[CH:17][N:16]=4)[CH2:7][CH2:6][C:5]=3[C:4]=2[CH2:3]1.[BH4-].[Na+], predict the reaction product. The product is: [OH:22][CH2:21][C:20]1[C:15]([N:8]2[CH2:7][CH2:6][C:5]3[C:4]4[CH2:3][C:2]([CH3:1])([CH3:38])[CH2:13][C:12]=4[S:11][C:10]=3[C:9]2=[O:14])=[N:16][CH:17]=[CH:18][C:19]=1[C:23]1[CH:28]=[C:27]([NH:29][C:30]2[CH:35]=[N:34][CH:33]=[CH:32][N:31]=2)[C:26](=[O:36])[N:25]([CH3:37])[CH:24]=1. (3) Given the reactants Br[C:2]1[C:11]2[CH2:10][CH2:9][CH2:8][CH2:7][C:6]=2[CH:5]=[CH:4][C:3]=1[CH2:12][O:13][CH:14]1[CH2:19][CH2:18][CH2:17][CH2:16][O:15]1.[Li]CCCC.C1C=CC(S(N(S(C2C=CC=CC=2)(=O)=O)[F:35])(=O)=O)=CC=1.O, predict the reaction product. The product is: [F:35][C:2]1[C:11]2[CH2:10][CH2:9][CH2:8][CH2:7][C:6]=2[CH:5]=[CH:4][C:3]=1[CH2:12][O:13][CH:14]1[CH2:19][CH2:18][CH2:17][CH2:16][O:15]1. (4) Given the reactants [NH2:1][C:2]1[C:3]([C:7]([NH:9][CH2:10][CH:11]([CH3:13])[CH3:12])=[NH:8])=[N:4][O:5][N:6]=1.Cl[CH2:15][C:16](=O)[CH3:17].C(=O)([O-])[O-].[K+].[K+], predict the reaction product. The product is: [CH2:10]([N:9]1[CH:15]=[C:16]([CH3:17])[N:8]=[C:7]1[C:3]1[C:2]([NH2:1])=[N:6][O:5][N:4]=1)[CH:11]([CH3:13])[CH3:12]. (5) Given the reactants [C:1]([C:3]1[CH:4]=[C:5]([CH:11]=[CH:12][N:13]=1)[C:6]([O:8][CH2:9][CH3:10])=[O:7])#[N:2].Cl.C(N(CC)CC)C.[C:22](O[C:22]([O:24][C:25]([CH3:28])([CH3:27])[CH3:26])=[O:23])([O:24][C:25]([CH3:28])([CH3:27])[CH3:26])=[O:23], predict the reaction product. The product is: [NH3:2].[C:25]([O:24][C:22]([NH:2][CH2:1][C:3]1[CH:4]=[C:5]([CH:11]=[CH:12][N:13]=1)[C:6]([O:8][CH2:9][CH3:10])=[O:7])=[O:23])([CH3:28])([CH3:27])[CH3:26]. (6) Given the reactants [OH:1][NH:2][C:3](=O)[CH3:4].CC(C)([O-])C.[K+].[NH2:12][C@@H:13]([CH2:30][C:31]1[CH:36]=[CH:35][C:34]([C:37]([F:40])([F:39])[F:38])=[CH:33][CH:32]=1)[CH2:14][NH:15][C:16]1[S:17][C:18]([C:21]2[CH:22]=C[C:24](F)=[C:25]([CH:28]=2)C#N)=[CH:19][N:20]=1.C[N:42](C=O)C, predict the reaction product. The product is: [NH2:12][C@@H:13]([CH2:30][C:31]1[CH:36]=[CH:35][C:34]([C:37]([F:39])([F:40])[F:38])=[CH:33][CH:32]=1)[CH2:14][NH:15][C:16]1[S:17][C:18]([C:21]2[CH:28]=[CH:25][C:24]3[O:1][N:2]=[C:3]([NH2:42])[C:4]=3[CH:22]=2)=[CH:19][N:20]=1. (7) Given the reactants [Cl:1][C:2]1[C:10]([Cl:11])=[CH:9][C:5]2[NH:6][CH:7]=[N:8][C:4]=2[CH:3]=1.[C:12]([C@H:16]1[CH2:20]OS(=O)(=O)[O:17]1)([CH3:15])([CH3:14])[CH3:13].C(=O)([O-])[O-].[K+].[K+].C(Cl)(=O)C, predict the reaction product. The product is: [Cl:11][C:10]1[C:2]([Cl:1])=[CH:3][C:4]2[N:8]([CH2:20][C@@H:16]([OH:17])[C:12]([CH3:15])([CH3:14])[CH3:13])[CH:7]=[N:6][C:5]=2[CH:9]=1. (8) Given the reactants [CH:1]1([C@H:4]([C:6]2[CH:11]=[CH:10][CH:9]=[C:8]([C@@H:12]([CH:14]3[CH2:16][CH2:15]3)[CH3:13])[C:7]=2[OH:17])[CH3:5])[CH2:3][CH2:2]1.[OH-].[Na+].Br[CH2:21][Cl:22], predict the reaction product. The product is: [Cl:22][CH2:21][O:17][C:7]1[C:8]([C@@H:12]([CH:14]2[CH2:16][CH2:15]2)[CH3:13])=[CH:9][CH:10]=[CH:11][C:6]=1[C@@H:4]([CH:1]1[CH2:2][CH2:3]1)[CH3:5]. (9) Given the reactants C[O:2][C:3](=[O:27])[C:4]1[CH:9]=[CH:8][C:7]([C:10](=[O:26])[CH2:11][C:12]2[CH:17]=[C:16]([C:18]3[CH:19]=[N:20][CH:21]=[CH:22][CH:23]=3)[CH:15]=[CH:14][C:13]=2[O:24][CH3:25])=[CH:6][CH:5]=1.C1COCC1, predict the reaction product. The product is: [CH3:25][O:24][C:13]1[CH:14]=[CH:15][C:16]([C:18]2[CH:19]=[N:20][CH:21]=[CH:22][CH:23]=2)=[CH:17][C:12]=1[CH2:11][C:10]([C:7]1[CH:6]=[CH:5][C:4]([C:3]([OH:27])=[O:2])=[CH:9][CH:8]=1)=[O:26].